This data is from Forward reaction prediction with 1.9M reactions from USPTO patents (1976-2016). The task is: Predict the product of the given reaction. Given the reactants Cl.[CH3:2][C:3]1[C:7]([CH2:8][C:9]([OH:11])=O)=[C:6]([CH3:12])[O:5][N:4]=1.[NH2:13][C@@H:14]([CH2:32][O:33][CH2:34][C:35]1[CH:40]=[CH:39][CH:38]=[CH:37][CH:36]=1)[C:15]([NH:17][C:18]1[CH:23]=[CH:22][C:21]([O:24][C:25]2[CH:30]=[CH:29][C:28]([F:31])=[CH:27][CH:26]=2)=[CH:20][CH:19]=1)=[O:16], predict the reaction product. The product is: [CH2:34]([O:33][CH2:32][C@H:14]([NH:13][C:9](=[O:11])[CH2:8][C:7]1[C:3]([CH3:2])=[N:4][O:5][C:6]=1[CH3:12])[C:15]([NH:17][C:18]1[CH:23]=[CH:22][C:21]([O:24][C:25]2[CH:30]=[CH:29][C:28]([F:31])=[CH:27][CH:26]=2)=[CH:20][CH:19]=1)=[O:16])[C:35]1[CH:40]=[CH:39][CH:38]=[CH:37][CH:36]=1.